From a dataset of Catalyst prediction with 721,799 reactions and 888 catalyst types from USPTO. Predict which catalyst facilitates the given reaction. (1) Reactant: [NH2:1][CH2:2][CH2:3][NH:4][C:5]([C:7]1[C:8]([C:18]([F:21])([F:20])[F:19])=[N:9][N:10]([C:12]2[CH:17]=[CH:16][CH:15]=[CH:14][CH:13]=2)[CH:11]=1)=[O:6].CCN=C=NCCCN(C)C.Cl.C1C=CC2N(O)N=NC=2C=1.O.[CH3:45][O:46][C:47](=[O:63])[CH2:48][C:49]1[O:53][C:52]([C@H:54]2[CH2:59][CH2:58][C@H:57]([C:60](O)=[O:61])[CH2:56][CH2:55]2)=[N:51][N:50]=1. Product: [C:12]1([N:10]2[CH:11]=[C:7]([C:5]([NH:4][CH2:3][CH2:2][NH:1][C:60]([C@H:57]3[CH2:56][CH2:55][C@H:54]([C:52]4[O:53][C:49]([CH2:48][C:47]([O:46][CH3:45])=[O:63])=[N:50][N:51]=4)[CH2:59][CH2:58]3)=[O:61])=[O:6])[C:8]([C:18]([F:20])([F:21])[F:19])=[N:9]2)[CH:17]=[CH:16][CH:15]=[CH:14][CH:13]=1. The catalyst class is: 23. (2) Reactant: [CH:1]([C:3]1[CH:4]=[C:5]([CH:9]=[C:10]([CH3:12])[CH:11]=1)[C:6]([OH:8])=O)=[O:2].C1C=CC2N(O)N=NC=2C=1.CCN=C=NCCCN(C)C.Cl.[CH2:35]([C:37]1[CH:38]=[C:39]([CH:44]=[C:45]([CH3:48])[C:46]=1[OH:47])[C:40]([NH:42]O)=[NH:41])[CH3:36]. Product: [CH2:35]([C:37]1[CH:38]=[C:39]([C:40]2[N:41]=[C:6]([C:5]3[CH:4]=[C:3]([CH:11]=[C:10]([CH3:12])[CH:9]=3)[CH:1]=[O:2])[O:8][N:42]=2)[CH:44]=[C:45]([CH3:48])[C:46]=1[OH:47])[CH3:36]. The catalyst class is: 3. (3) Reactant: [F:1][C:2]([F:13])([F:12])[C@@H:3]1[CH2:8][CH2:7][C@H:6]([C:9](O)=[O:10])[CH2:5][CH2:4]1.Cl. Product: [F:1][C:2]([F:12])([F:13])[C@@H:3]1[CH2:4][CH2:5][C@H:6]([CH2:9][OH:10])[CH2:7][CH2:8]1. The catalyst class is: 7. (4) Reactant: [F:1][C:2]1[CH:3]=[CH:4][C:5]([N+:9]([O-:11])=[O:10])=[C:6]([OH:8])[CH:7]=1.[CH:12]1(O)[CH2:16][CH2:15][CH:14]=[CH:13]1.C1(P(C2C=CC=CC=2)C2C=CC=CC=2)C=CC=CC=1. Product: [CH:16]1([O:8][C:6]2[CH:7]=[C:2]([F:1])[CH:3]=[CH:4][C:5]=2[N+:9]([O-:11])=[O:10])[CH2:15][CH2:14][CH:13]=[CH:12]1. The catalyst class is: 76. (5) Reactant: Cl.[NH2:2][CH:3]1[CH2:7][CH2:6][N:5]([C:8]2[N:9]=[C:10]([NH:17][C:18]3[CH:23]=[CH:22][C:21]([O:24][CH3:25])=[C:20]([O:26][CH3:27])[CH:19]=3)[C:11]3[N:16]=[CH:15][S:14][C:12]=3[N:13]=2)[CH2:4]1.[N:28]1[CH:33]=[CH:32][N:31]=[CH:30][C:29]=1[C:34](O)=[O:35].CCN=C=NCCCN(C)C.CN1C=CN=C1. Product: [CH3:27][O:26][C:20]1[CH:19]=[C:18]([NH:17][C:10]2[C:11]3[N:16]=[CH:15][S:14][C:12]=3[N:13]=[C:8]([N:5]3[CH2:6][CH2:7][CH:3]([NH:2][C:34]([C:29]4[CH:30]=[N:31][CH:32]=[CH:33][N:28]=4)=[O:35])[CH2:4]3)[N:9]=2)[CH:23]=[CH:22][C:21]=1[O:24][CH3:25]. The catalyst class is: 2. (6) Reactant: [C:1]([C:4]1[CH:13]([C:14]2[CH:21]=[CH:20][C:17]([C:18]#[N:19])=[CH:16][C:15]=2[Cl:22])[C:12]2[C:11](=[O:23])[NH:10][CH:9]=[CH:8][C:7]=2[NH:6][C:5]=1[CH3:24])(=[O:3])[CH3:2].ClCCl.F[B-](F)(F)F.[CH2:33]([O+](CC)CC)[CH3:34].CO. The catalyst class is: 6. Product: [C:1]([C:4]1[CH:13]([C:14]2[CH:21]=[CH:20][C:17]([C:18]#[N:19])=[CH:16][C:15]=2[Cl:22])[C:12]2[C:7](=[CH:8][CH:9]=[N:10][C:11]=2[O:23][CH2:33][CH3:34])[NH:6][C:5]=1[CH3:24])(=[O:3])[CH3:2].